From a dataset of Reaction yield outcomes from USPTO patents with 853,638 reactions. Predict the reaction yield, written as a fraction of the theoretical maximum amount of product (1.0 means a 100% yield; for example, 0.34 means a 34% yield). (1) The reactants are [CH:1]([O:4][C:5]1[CH:6]=[C:7](Br)[CH:8]=[N:9][CH:10]=1)([CH3:3])[CH3:2].[CH3:12][C@@H:13]([OH:17])[CH2:14][CH:15]=[CH2:16].C(N(CC)CC)C.C(#N)C. The catalyst is O.C([O-])(=O)C.[Pd+2].C([O-])(=O)C.C1(C)C=CC=CC=1P(C1C=CC=CC=1C)C1C=CC=CC=1C. The product is [CH:1]([O:4][C:5]1[CH:6]=[C:7](/[CH:16]=[CH:15]/[CH2:14][C@H:13]([OH:17])[CH3:12])[CH:8]=[N:9][CH:10]=1)([CH3:3])[CH3:2]. The yield is 0.850. (2) The yield is 0.986. The product is [CH3:4][CH:3]([OH:5])[CH2:2][NH:1][C:11]([O:10][C:7]([CH3:9])([CH3:8])[CH3:6])=[O:12]. The catalyst is C(Cl)Cl. The reactants are [NH2:1][CH2:2][CH:3]([OH:5])[CH3:4].[CH3:6][C:7]([O:10][C:11](O[C:11]([O:10][C:7]([CH3:9])([CH3:8])[CH3:6])=[O:12])=[O:12])([CH3:9])[CH3:8]. (3) The reactants are S(Cl)([Cl:3])=O.N1C2C=CC=CC=2N=N1.[Cl:14][C:15]1[CH:20]=[CH:19][CH:18]=[C:17]([Cl:21])[C:16]=1[C:22]1[C:26]([CH2:27]O)=[C:25]([CH:29]([CH3:31])[CH3:30])[O:24][N:23]=1. The catalyst is ClCCl. The product is [Cl:3][CH2:27][C:26]1[C:22]([C:16]2[C:15]([Cl:14])=[CH:20][CH:19]=[CH:18][C:17]=2[Cl:21])=[N:23][O:24][C:25]=1[CH:29]([CH3:31])[CH3:30]. The yield is 0.800. (4) The catalyst is O. The product is [CH2:27]([O:26][C:24](=[O:25])[CH2:23][C:22]1[NH:13][C:12]2[CH:14]=[C:8]([N:5]3[CH2:6][CH2:7][N:2]([CH3:1])[CH2:3][CH2:4]3)[CH:9]=[CH:10][C:11]=2[N:15]=1)[CH3:28]. The reactants are [CH3:1][N:2]1[CH2:7][CH2:6][N:5]([C:8]2[CH:9]=[CH:10][C:11]([N+:15]([O-])=O)=[C:12]([CH:14]=2)[NH2:13])[CH2:4][CH2:3]1.Cl.C(O[C:22](=N)[CH2:23][C:24]([O:26][CH2:27][CH3:28])=[O:25])C.[OH-].[Na+]. The yield is 0.901. (5) The reactants are [CH2:1]([O:3][C:4]#[CH:5])[CH3:2].C([Li])CCC.CN(P(N(C)C)(N(C)C)=O)C.[CH2:22](Br)[C:23]1[CH:28]=[CH:27][CH:26]=[CH:25][CH:24]=1. The catalyst is C1COCC1. The product is [CH2:4]([O:3][C:1]#[C:2][CH2:22][C:23]1[CH:28]=[CH:27][CH:26]=[CH:25][CH:24]=1)[CH3:5]. The yield is 0.990.